This data is from NCI-60 drug combinations with 297,098 pairs across 59 cell lines. The task is: Regression. Given two drug SMILES strings and cell line genomic features, predict the synergy score measuring deviation from expected non-interaction effect. (1) Drug 1: CCC1(CC2CC(C3=C(CCN(C2)C1)C4=CC=CC=C4N3)(C5=C(C=C6C(=C5)C78CCN9C7C(C=CC9)(C(C(C8N6C=O)(C(=O)OC)O)OC(=O)C)CC)OC)C(=O)OC)O.OS(=O)(=O)O. Drug 2: C1=NC2=C(N1)C(=S)N=CN2. Cell line: NCI/ADR-RES. Synergy scores: CSS=28.6, Synergy_ZIP=1.36, Synergy_Bliss=-3.13, Synergy_Loewe=-6.86, Synergy_HSA=-5.53. (2) Drug 1: CCC1(CC2CC(C3=C(CCN(C2)C1)C4=CC=CC=C4N3)(C5=C(C=C6C(=C5)C78CCN9C7C(C=CC9)(C(C(C8N6C=O)(C(=O)OC)O)OC(=O)C)CC)OC)C(=O)OC)O.OS(=O)(=O)O. Drug 2: C(CC(=O)O)C(=O)CN.Cl. Cell line: A549. Synergy scores: CSS=8.15, Synergy_ZIP=-2.56, Synergy_Bliss=-0.747, Synergy_Loewe=-2.01, Synergy_HSA=-0.772.